This data is from Catalyst prediction with 721,799 reactions and 888 catalyst types from USPTO. The task is: Predict which catalyst facilitates the given reaction. Reactant: [OH-].[Na+].[Cl:3][CH2:4][CH2:5][CH2:6][CH:7]([CH:13]1[CH2:18][CH2:17][N:16]([C:19]([O:21][C:22]([CH3:25])([CH3:24])[CH3:23])=[O:20])[CH2:15][CH2:14]1)[C:8]([O:10]CC)=[O:9].C(O)C.O. Product: [C:8]([CH:7]([CH:13]1[CH2:14][CH2:15][N:16]([C:19]([O:21][C:22]([CH3:25])([CH3:24])[CH3:23])=[O:20])[CH2:17][CH2:18]1)[CH2:6][CH2:5][CH2:4][Cl:3])([OH:10])=[O:9]. The catalyst class is: 165.